This data is from Forward reaction prediction with 1.9M reactions from USPTO patents (1976-2016). The task is: Predict the product of the given reaction. Given the reactants C([N:8]1[CH2:17][CH:16]([CH3:18])[C:15]2[N:14]=[C:13]([Cl:19])[CH:12]=[CH:11][C:10]=2[CH2:9]1)C1C=CC=CC=1.[CH3:20][CH:21]([OH:23])[CH3:22], predict the reaction product. The product is: [ClH:19].[CH:21]([O:23][C:13]1[CH:12]=[CH:11][C:10]2[CH2:9][NH:8][CH2:17][CH:16]([CH3:18])[C:15]=2[N:14]=1)([CH3:22])[CH3:20].